From a dataset of Forward reaction prediction with 1.9M reactions from USPTO patents (1976-2016). Predict the product of the given reaction. (1) Given the reactants F[B-](F)(F)F.[CH2:6]1[CH2:16][CH2:15][N:14]2[C:9](=NCCC2)C[CH2:7]1.Br[C:18]1[N:22]([CH:23]2[CH2:28][CH2:27][N:26]([CH:29]3[CH2:35][CH2:34][CH2:33][N:32]([C:36]([O:38][CH2:39][CH3:40])=[O:37])[CH2:31][CH2:30]3)[CH2:25][CH2:24]2)[N:21]=[CH:20][CH:19]=1.C1(CN)CC1.[O:46]1CCOCC1, predict the reaction product. The product is: [CH:16]1([CH2:15][NH:14][C:9]([C:18]2[N:22]([CH:23]3[CH2:28][CH2:27][N:26]([CH:29]4[CH2:35][CH2:34][CH2:33][N:32]([C:36]([O:38][CH2:39][CH3:40])=[O:37])[CH2:31][CH2:30]4)[CH2:25][CH2:24]3)[N:21]=[CH:20][CH:19]=2)=[O:46])[CH2:6][CH2:7]1. (2) Given the reactants [F:1][C:2]1[CH:7]=[CH:6][CH:5]=[CH:4][C:3]=1[N:8]1[C:16]2[C:11](=[C:12]([N:17]3[CH2:21][CH2:20][NH:19][C:18]3=[O:22])[CH:13]=[CH:14][CH:15]=2)[CH:10]=[N:9]1.[H-].[Na+].Cl[CH2:26][C:27]1[O:31][N:30]=[C:29]([CH2:32][CH3:33])[CH:28]=1, predict the reaction product. The product is: [CH2:32]([C:29]1[CH:28]=[C:27]([CH2:26][N:19]2[CH2:20][CH2:21][N:17]([C:12]3[CH:13]=[CH:14][CH:15]=[C:16]4[C:11]=3[CH:10]=[N:9][N:8]4[C:3]3[CH:4]=[CH:5][CH:6]=[CH:7][C:2]=3[F:1])[C:18]2=[O:22])[O:31][N:30]=1)[CH3:33]. (3) Given the reactants C(OC(=O)[NH:7][C@@H:8]([CH2:18][NH:19][C:20]([C:22]1[S:23][C:24]([Cl:27])=[CH:25][CH:26]=1)=[O:21])[C:9]([N:11]1[CH2:16][CH2:15][O:14][CH2:13][C@@H:12]1[CH3:17])=[O:10])(C)(C)C.B(Br)(Br)Br.C([O-])(O)=O.[Na+].O, predict the reaction product. The product is: [NH2:7][C@H:8]([C:9]([N:11]1[CH2:16][CH2:15][O:14][CH2:13][C@@H:12]1[CH3:17])=[O:10])[CH2:18][NH:19][C:20]([C:22]1[S:23][C:24]([Cl:27])=[CH:25][CH:26]=1)=[O:21]. (4) The product is: [CH3:1][NH:2][C:3]([C:5]1[C:13]2[CH:12]=[C:11]3[C:14](=[CH2:24])[CH2:15][N:16]([S:33]([CH3:32])(=[O:35])=[O:34])[CH2:17][CH2:18][N:19]([S:20]([CH3:23])(=[O:22])=[O:21])[C:10]3=[N:9][C:8]=2[O:7][C:6]=1[C:25]1[CH:26]=[CH:27][C:28]([F:31])=[CH:29][CH:30]=1)=[O:4]. Given the reactants [CH3:1][NH:2][C:3]([C:5]1[C:13]2[CH:12]=[C:11]3[C:14](=[CH2:24])[CH2:15][NH:16][CH2:17][CH2:18][N:19]([S:20]([CH3:23])(=[O:22])=[O:21])[C:10]3=[N:9][C:8]=2[O:7][C:6]=1[C:25]1[CH:30]=[CH:29][C:28]([F:31])=[CH:27][CH:26]=1)=[O:4].[CH3:32][S:33](Cl)(=[O:35])=[O:34].C(N(CC)CC)C, predict the reaction product.